From a dataset of Reaction yield outcomes from USPTO patents with 853,638 reactions. Predict the reaction yield, written as a fraction of the theoretical maximum amount of product (1.0 means a 100% yield; for example, 0.34 means a 34% yield). (1) The reactants are Cl[C:2]1[CH:8]=[CH:7][C:6]([N+:9]([O-:11])=[O:10])=[CH:5][C:3]=1[NH2:4].[OH:12][C:13]1[CH:18]=[CH:17][C:16]([SH:19])=[CH:15][CH:14]=1.C(=O)([O-])[O-].[Cs+].[Cs+].C(OCC)(=O)C. The catalyst is CN(C)C=O. The product is [NH2:4][C:3]1[CH:5]=[C:6]([N+:9]([O-:11])=[O:10])[CH:7]=[CH:8][C:2]=1[S:19][C:16]1[CH:17]=[CH:18][C:13]([OH:12])=[CH:14][CH:15]=1. The yield is 0.460. (2) The reactants are [Li]CCCC.[CH3:6][C@@H:7]1[C@H:11]([C:12]2[CH:17]=[CH:16][CH:15]=[CH:14][CH:13]=2)[O:10][C:9](=[O:18])[NH:8]1.[Cl:19][C:20]1[CH:25]=[CH:24][C:23]([CH2:26][CH2:27][C:28](Cl)=[O:29])=[CH:22][CH:21]=1. The yield is 0.480. The product is [Cl:19][C:20]1[CH:21]=[CH:22][C:23]([CH2:26][CH2:27][C:28]([N:8]2[C@H:7]([CH3:6])[C@H:11]([C:12]3[CH:17]=[CH:16][CH:15]=[CH:14][CH:13]=3)[O:10][C:9]2=[O:18])=[O:29])=[CH:24][CH:25]=1. The catalyst is C1COCC1. (3) The reactants are [CH:1]1([CH:6]=[C:7]2[CH2:16][CH2:15][C:14]3[CH:13]=[C:12]([C:17]([O:19][CH3:20])=[O:18])[CH:11]=[CH:10][C:9]=3[C:8]2=O)[CH2:5][CH2:4][CH2:3][CH2:2]1.Cl.[Cl:23][C:24]1[CH:31]=[C:30]([NH:32][NH2:33])[CH:29]=[CH:28][C:25]=1[C:26]#[N:27]. The catalyst is C(O)C. The product is [Cl:23][C:24]1[CH:31]=[C:30]([N:32]2[CH:6]([CH:1]3[CH2:5][CH2:4][CH2:3][CH2:2]3)[CH:7]3[C:8]([C:9]4[CH:10]=[CH:11][C:12]([C:17]([O:19][CH3:20])=[O:18])=[CH:13][C:14]=4[CH2:15][CH2:16]3)=[N:33]2)[CH:29]=[CH:28][C:25]=1[C:26]#[N:27]. The yield is 0.870. (4) The reactants are CO.Cl[C:4]1[C:9]([N+:10]([O-:12])=[O:11])=[CH:8][CH:7]=[C:6]([Cl:13])[N:5]=1.C(N(CC)CC)C.[CH3:21][S:22][C:23]1[CH:29]=[CH:28][C:26]([NH2:27])=[CH:25][CH:24]=1. The catalyst is O. The product is [CH3:21][S:22][C:23]1[CH:29]=[CH:28][C:26]([NH:27][C:4]2[C:9]([N+:10]([O-:12])=[O:11])=[CH:8][CH:7]=[C:6]([Cl:13])[N:5]=2)=[CH:25][CH:24]=1. The yield is 0.630.